Predict the reactants needed to synthesize the given product. From a dataset of Full USPTO retrosynthesis dataset with 1.9M reactions from patents (1976-2016). (1) Given the product [Cl:59][C:60]1[CH:61]=[C:62]([CH:63]=[CH:64][C:65]=1[Cl:66])[O:48][C:44]1[CH:45]=[C:46]2[C:41](=[CH:42][CH:43]=1)[N:40]([C:49]1[CH:50]=[CH:51][C:52]([O:55][CH:56]([CH3:57])[CH3:58])=[CH:53][CH:54]=1)[C:39]([C:37]([OH:36])=[O:38])=[CH:47]2, predict the reactants needed to synthesize it. The reactants are: C(OC1C=C(C=CC=1)OC1C=C2C(=CC=1)N(C1C=CC(OC(C)C)=CC=1)C(C(O)=O)=C2)(C)C.C([O:36][C:37]([C:39]1[N:40]([C:49]2[CH:54]=[CH:53][C:52]([O:55][CH:56]([CH3:58])[CH3:57])=[CH:51][CH:50]=2)[C:41]2[C:46]([CH:47]=1)=[CH:45][C:44]([OH:48])=[CH:43][CH:42]=2)=[O:38])C.[Cl:59][C:60]1[CH:61]=[C:62](B(O)O)[CH:63]=[CH:64][C:65]=1[Cl:66]. (2) Given the product [Cl:1][C:2]1[CH:7]=[C:6]([Cl:8])[CH:5]=[CH:4][C:3]=1[C:9]1[C:10]([C:18]#[N:19])=[CH:11][C:12]2[N:13]([C:15]([N+:20]([O-:22])=[O:21])=[CH:16][N:17]=2)[CH:14]=1, predict the reactants needed to synthesize it. The reactants are: [Cl:1][C:2]1[CH:7]=[C:6]([Cl:8])[CH:5]=[CH:4][C:3]=1[C:9]1[C:10]([C:18]#[N:19])=[CH:11][C:12]2[N:13]([CH:15]=[CH:16][N:17]=2)[CH:14]=1.[N+:20]([O-])([OH:22])=[O:21].O. (3) Given the product [F:6][C:7]1[C:15]([F:16])=[CH:14][CH:13]=[C:9]([C:10]([NH:1][O:2][CH2:3][CH2:4][OH:5])=[O:11])[C:8]=1[NH:17][C:18]1[CH:23]=[CH:22][C:21]([C:24]([O:26][CH3:27])=[O:25])=[CH:20][CH:19]=1, predict the reactants needed to synthesize it. The reactants are: [NH2:1][O:2][CH2:3][CH2:4][OH:5].[F:6][C:7]1[C:8]([NH:17][C:18]2[CH:23]=[CH:22][C:21]([C:24]([O:26][CH3:27])=[O:25])=[CH:20][CH:19]=2)=[C:9]([CH:13]=[CH:14][C:15]=1[F:16])[C:10](O)=[O:11].C1N=CN(C(N2C=NC=C2)=O)C=1. (4) Given the product [S:77]([C:31]1[CH:32]=[CH:33][C:34]([CH3:35])=[CH:39][CH:30]=1)([OH:80])(=[O:79])=[O:78].[Cl:21][C:22]1[CH:23]=[C:24]([NH:25][C:2]2[C:3]3[N:10]([CH2:11][CH2:12][NH:13][C:14](=[O:20])[CH3:42])[CH:9]=[CH:8][C:4]=3[N:5]=[CH:6][N:7]=2)[CH:26]=[CH:27][C:28]=1[O:29][C:30]1[C:39]2[C:34](=[CH:35][CH:36]=[CH:37][CH:38]=2)[CH:33]=[CH:32][CH:31]=1, predict the reactants needed to synthesize it. The reactants are: Cl[C:2]1[C:3]2[N:10]([CH2:11][CH2:12][NH:13][C:14](=[O:20])OC(C)(C)C)[CH:9]=[CH:8][C:4]=2[N:5]=[CH:6][N:7]=1.[Cl:21][C:22]1[CH:23]=[C:24]([CH:26]=[CH:27][C:28]=1[O:29][C:30]1[C:39]2[C:34](=[CH:35][CH:36]=[CH:37][CH:38]=2)[CH:33]=[CH:32][CH:31]=1)[NH2:25].Cl.N1C=CC=C[CH:42]=1.Cl.C(OCC)(=O)C.ON1C2C=CC=CC=2N=N1.Cl.C(N=C=NCCCN(C)C)C.O.[S:77](C1C=CC(C)=CC=1)([OH:80])(=[O:79])=[O:78]. (5) Given the product [CH3:22][C:19]1[CH:20]=[CH:21][C:16]([CH2:15][NH:14][CH:11]2[CH2:10][CH2:9][NH:8][CH2:13][CH2:12]2)=[CH:17][C:18]=1[C:23]#[N:24], predict the reactants needed to synthesize it. The reactants are: C(OC([N:8]1[CH2:13][CH2:12][CH:11]([NH:14][CH2:15][C:16]2[CH:21]=[CH:20][C:19]([CH3:22])=[C:18]([C:23]#[N:24])[CH:17]=2)[CH2:10][CH2:9]1)=O)(C)(C)C.Cl. (6) Given the product [C:1]([C:3]1[C:4](=[O:23])[N:5]([C:10]2[CH:15]=[CH:14][C:13]([C:16]([CH3:21])([CH3:22])[C:17]([O:19][CH3:20])=[O:18])=[CH:12][CH:11]=2)[CH2:6][CH2:7][C:8]=1[O:9][CH3:24])#[N:2], predict the reactants needed to synthesize it. The reactants are: [C:1]([C:3]1[C:4](=[O:23])[N:5]([C:10]2[CH:15]=[CH:14][C:13]([C:16]([CH3:22])([CH3:21])[C:17]([O:19][CH3:20])=[O:18])=[CH:12][CH:11]=2)[CH2:6][CH2:7][C:8]=1[OH:9])#[N:2].[CH3:24]N(C)C=O.ClCCl.C(Cl)(=O)C(Cl)=O. (7) Given the product [NH2:1][C:2](=[O:33])[C:3]([NH:6][C:7](=[O:32])[C:8]1[CH:13]=[CH:12][CH:11]=[C:10]([C:14]2[C:23]3[C:18](=[CH:19][C:20]([O:29][CH2:42][C:41]([F:45])([F:44])[F:40])=[C:21]4[O:26][C:25]([CH3:27])([CH3:28])[CH2:24][C:22]4=3)[CH2:17][C:16]([CH3:31])([CH3:30])[N:15]=2)[CH:9]=1)([CH3:5])[CH3:4], predict the reactants needed to synthesize it. The reactants are: [NH2:1][C:2](=[O:33])[C:3]([NH:6][C:7](=[O:32])[C:8]1[CH:13]=[CH:12][CH:11]=[C:10]([C:14]2[C:23]3[C:18](=[CH:19][C:20]([OH:29])=[C:21]4[O:26][C:25]([CH3:28])([CH3:27])[CH2:24][C:22]4=3)[CH2:17][C:16]([CH3:31])([CH3:30])[N:15]=2)[CH:9]=1)([CH3:5])[CH3:4].C(=O)([O-])[O-].[K+].[K+].[F:40][C:41]([F:45])([F:44])[CH2:42]I. (8) The reactants are: [C:1]([C:4]1[CH:5]=[C:6]2[C:10](=[CH:11][CH:12]=1)[CH2:9][C:8]([NH:14][C:15](=[O:22])[C:16]1[CH:21]=[CH:20][CH:19]=[CH:18][CH:17]=1)([CH3:13])[CH2:7]2)(=O)[CH3:2]. Given the product [CH2:1]([C:4]1[CH:5]=[C:6]2[C:10](=[CH:11][CH:12]=1)[CH2:9][C:8]([NH:14][C:15](=[O:22])[C:16]1[CH:17]=[CH:18][CH:19]=[CH:20][CH:21]=1)([CH3:13])[CH2:7]2)[CH3:2], predict the reactants needed to synthesize it.